From a dataset of Forward reaction prediction with 1.9M reactions from USPTO patents (1976-2016). Predict the product of the given reaction. (1) Given the reactants [Cl-].[NH4+:2].[Al](C)(C)C.[Cl:7][C:8]1[CH:15]=[CH:14][C:11]([C:12]#[N:13])=[CH:10][N:9]=1, predict the reaction product. The product is: [Cl:7][C:8]1[CH:15]=[CH:14][C:11]([C:12]([NH2:2])=[NH:13])=[CH:10][N:9]=1. (2) Given the reactants [C:1]([O:5][C:6]([NH:8][C@@H:9]([CH2:22][CH:23]([CH3:25])[CH3:24])[CH2:10]OS(C1C=CC(C)=CC=1)(=O)=O)=[O:7])([CH3:4])([CH3:3])[CH3:2].C(=O)([O-])[O-].[K+].[K+].[N:32]1[N:33]=[C:34]([SH:37])[NH:35][CH:36]=1.Cl, predict the reaction product. The product is: [C:1]([O:5][C:6](=[O:7])[NH:8][C@H:9]([CH2:10][S:37][C:34]1[NH:35][CH:36]=[N:32][N:33]=1)[CH2:22][CH:23]([CH3:24])[CH3:25])([CH3:2])([CH3:3])[CH3:4]. (3) Given the reactants [CH:1]1[C:13]2[CH:12]([CH2:14][O:15][C:16]([NH:18][CH2:19][CH2:20][N:21]([CH2:31][C:32]([O:34]C(C)(C)C)=[O:33])[S:22]([CH2:25][CH2:26][CH2:27][N:28]=[N+:29]=[N-:30])(=[O:24])=[O:23])=[O:17])[C:11]3[C:6](=[CH:7][CH:8]=[CH:9][CH:10]=3)[C:5]=2[CH:4]=[CH:3][CH:2]=1.FC(F)(F)C(O)=O, predict the reaction product. The product is: [CH:10]1[C:11]2[CH:12]([CH2:14][O:15][C:16]([NH:18][CH2:19][CH2:20][N:21]([CH2:31][C:32]([OH:34])=[O:33])[S:22]([CH2:25][CH2:26][CH2:27][N:28]=[N+:29]=[N-:30])(=[O:23])=[O:24])=[O:17])[C:13]3[C:5](=[CH:4][CH:3]=[CH:2][CH:1]=3)[C:6]=2[CH:7]=[CH:8][CH:9]=1. (4) Given the reactants [CH3:1][N:2]1[C:10]2[CH:9]=[C:8]([C:11]3[CH:16]=[CH:15][C:14]([O:17][CH2:18][CH2:19][CH:20]4[CH2:25][CH2:24][NH:23][CH2:22][CH2:21]4)=[C:13]([C:26]([F:29])([F:28])[F:27])[CH:12]=3)[N:7]=[C:6]([C:30]#[N:31])[C:5]=2[N:4]=[N:3]1.C(N(CC)CC)C.[CH3:39][S:40](Cl)(=[O:42])=[O:41], predict the reaction product. The product is: [CH3:1][N:2]1[C:10]2[CH:9]=[C:8]([C:11]3[CH:16]=[CH:15][C:14]([O:17][CH2:18][CH2:19][CH:20]4[CH2:21][CH2:22][N:23]([S:40]([CH3:39])(=[O:42])=[O:41])[CH2:24][CH2:25]4)=[C:13]([C:26]([F:29])([F:28])[F:27])[CH:12]=3)[N:7]=[C:6]([C:30]#[N:31])[C:5]=2[N:4]=[N:3]1. (5) The product is: [F:14][C:15]1[CH:20]=[CH:19][C:18]([C:2]2[N:6]3[CH:7]=[CH:8][C:9]([CH2:11][O:12][CH3:13])=[N:10][C:5]3=[N:4][CH:3]=2)=[CH:17][C:16]=1[C:30]1[C:31]([C:36]#[N:37])=[CH:32][CH:33]=[CH:34][CH:35]=1. Given the reactants Br[C:2]1[N:6]2[CH:7]=[CH:8][C:9]([CH2:11][O:12][CH3:13])=[N:10][C:5]2=[N:4][CH:3]=1.[F:14][C:15]1[CH:20]=[CH:19][C:18](B2OC(C)(C)C(C)(C)O2)=[CH:17][C:16]=1[C:30]1[C:31]([C:36]#[N:37])=[CH:32][CH:33]=[CH:34][CH:35]=1, predict the reaction product. (6) Given the reactants [NH2:1][CH2:2][CH2:3][C:4]1[CH:5]=[C:6]([CH:40]=[CH:41][CH:42]=1)[O:7][CH2:8][CH2:9][C:10]1[CH:11]=[CH:12][C:13]([O:32][CH2:33][C:34]2[CH:39]=[CH:38][CH:37]=[CH:36][CH:35]=2)=[C:14]([C@@H:16]([C:26]2[CH:31]=[CH:30][CH:29]=[CH:28][CH:27]=2)[CH2:17][CH2:18][N:19]([CH:23]([CH3:25])[CH3:24])[CH:20]([CH3:22])[CH3:21])[CH:15]=1.[I-].[K+].C(=O)([O-])O.[Na+].[CH2:50]([O:57][C:58]1[CH:63]=[CH:62][C:61]([C@@H:64]([O:67][Si:68]([C:71]([CH3:74])([CH3:73])[CH3:72])([CH3:70])[CH3:69])[CH2:65]Br)=[CH:60][C:59]=1[NH:75][S:76]([CH3:79])(=[O:78])=[O:77])[C:51]1[CH:56]=[CH:55][CH:54]=[CH:53][CH:52]=1.C(#N)CC, predict the reaction product. The product is: [NH3:1].[CH2:50]([O:57][C:58]1[CH:63]=[CH:62][C:61]([C@@H:64]([O:67][Si:68]([C:71]([CH3:72])([CH3:74])[CH3:73])([CH3:70])[CH3:69])[CH2:65][NH:1][CH2:2][CH2:3][C:4]2[CH:42]=[CH:41][CH:40]=[C:6]([O:7][CH2:8][CH2:9][C:10]3[CH:11]=[CH:12][C:13]([O:32][CH2:33][C:34]4[CH:39]=[CH:38][CH:37]=[CH:36][CH:35]=4)=[C:14]([C@@H:16]([C:26]4[CH:27]=[CH:28][CH:29]=[CH:30][CH:31]=4)[CH2:17][CH2:18][N:19]([CH:20]([CH3:22])[CH3:21])[CH:23]([CH3:25])[CH3:24])[CH:15]=3)[CH:5]=2)=[CH:60][C:59]=1[NH:75][S:76]([CH3:79])(=[O:77])=[O:78])[C:51]1[CH:56]=[CH:55][CH:54]=[CH:53][CH:52]=1. (7) The product is: [CH2:39]([N:41]1[CH:45]=[C:44](/[CH:46]=[CH:24]/[C:23]2[C:19]([O:18][CH2:17][C:16]3[CH:32]=[CH:33][C:13]([O:12][CH2:11][C:9]4[N:10]=[C:6]([C:2]5[O:1][CH:5]=[CH:4][CH:3]=5)[O:7][C:8]=4[CH3:36])=[C:14]([O:34][CH3:35])[CH:15]=3)=[N:20][N:21]([C:26]3[CH:31]=[CH:30][CH:29]=[CH:28][CH:27]=3)[CH:22]=2)[N:43]=[CH:42]1)[CH3:40]. Given the reactants [O:1]1[CH:5]=[CH:4][CH:3]=[C:2]1[C:6]1[O:7][C:8]([CH3:36])=[C:9]([CH2:11][O:12][C:13]2[CH:33]=[CH:32][C:16]([CH2:17][O:18][C:19]3[C:23]([CH:24]=O)=[CH:22][N:21]([C:26]4[CH:31]=[CH:30][CH:29]=[CH:28][CH:27]=4)[N:20]=3)=[CH:15][C:14]=2[O:34][CH3:35])[N:10]=1.Cl.[Cl-].[CH2:39]([N:41]1[CH:45]=[C:44]([CH2:46][P+](C2C=CC=CC=2)(C2C=CC=CC=2)C2C=CC=CC=2)[N:43]=[CH:42]1)[CH3:40].C(=O)([O-])[O-].[K+].[K+].CN(C)C=O, predict the reaction product. (8) The product is: [F:1][C:2]1[CH:10]=[C:9]2[C:5]([C:6]([C:20]3[CH:24]=[N:23][NH:22][CH:21]=3)=[CH:7][NH:8]2)=[CH:4][CH:3]=1. Given the reactants [F:1][C:2]1[CH:10]=[C:9]2[C:5]([C:6]([C:20]3[CH:21]=[N:22][NH:23][CH:24]=3)=[CH:7][N:8]2S(C2C=CC=CC=2)(=O)=O)=[CH:4][CH:3]=1.[OH-].[Na+], predict the reaction product.